Dataset: Reaction yield outcomes from USPTO patents with 853,638 reactions. Task: Predict the reaction yield, written as a fraction of the theoretical maximum amount of product (1.0 means a 100% yield; for example, 0.34 means a 34% yield). (1) The reactants are [CH3:1][C@@H:2]1[CH2:6][CH2:5][CH2:4][N:3]1[CH2:7][CH2:8][CH2:9][O:10][C:11]1[CH:16]=[CH:15][C:14]([C:17]2[S:18][C:19]3[CH2:20][N:21](C(OC(C)(C)C)=O)[CH2:22][CH2:23][C:24]=3[N:25]=2)=[CH:13][CH:12]=1.FC(F)(F)C(O)=O.O. The catalyst is ClCCl. The product is [CH3:1][C@@H:2]1[CH2:6][CH2:5][CH2:4][N:3]1[CH2:7][CH2:8][CH2:9][O:10][C:11]1[CH:12]=[CH:13][C:14]([C:17]2[S:18][C:19]3[CH2:20][NH:21][CH2:22][CH2:23][C:24]=3[N:25]=2)=[CH:15][CH:16]=1. The yield is 1.00. (2) The reactants are [CH3:1][C:2]1([CH3:28])[CH2:7][C:6](=[O:8])[N:5]([CH2:9][CH2:10][C:11]2[CH:16]=[CH:15][C:14]([O:17][C:18]([N:20]3[CH2:25][CH2:24][CH:23](O)[CH2:22][CH2:21]3)=[O:19])=[CH:13][CH:12]=2)[C:4](=[O:27])[CH2:3]1.[SH:29][C:30]1[NH:31][CH:32]=[CH:33][N:34]=1. No catalyst specified. The product is [CH3:28][C:2]1([CH3:1])[CH2:3][C:4](=[O:27])[N:5]([CH2:9][CH2:10][C:11]2[CH:12]=[CH:13][C:14]([O:17][C:18]([N:20]3[CH2:25][CH2:24][CH:23]([S:29][C:30]4[NH:31][CH:32]=[CH:33][N:34]=4)[CH2:22][CH2:21]3)=[O:19])=[CH:15][CH:16]=2)[C:6](=[O:8])[CH2:7]1. The yield is 0.850. (3) The yield is 0.570. The product is [NH2:1][C:2]1[CH:6]=[C:5]([C:7]2[N:8]([CH2:9][C:10]3[CH:15]=[C:14]([Cl:16])[CH:13]=[CH:12][C:11]=3[CH3:17])[C:25](=[O:26])[O:19][N:18]=2)[O:4][N:3]=1. The reactants are [NH2:1][C:2]1[CH:6]=[C:5]([C:7](=[N:18][OH:19])[NH:8][CH2:9][C:10]2[CH:15]=[C:14]([Cl:16])[CH:13]=[CH:12][C:11]=2[CH3:17])[O:4][N:3]=1.C1N=CN([C:25](N2C=NC=C2)=[O:26])C=1. The catalyst is C1COCC1. (4) The reactants are [F:1][C:2]1[CH:10]=[CH:9][C:5]([C:6]([NH2:8])=[S:7])=[CH:4][CH:3]=1.Br[CH2:12][C:13]([C:15]1[CH:20]=[CH:19][C:18]([Br:21])=[CH:17][CH:16]=1)=O. The catalyst is CCO. The product is [F:1][C:2]1[CH:10]=[CH:9][C:5]([C:6]2[S:7][CH:12]=[C:13]([C:15]3[CH:20]=[CH:19][C:18]([Br:21])=[CH:17][CH:16]=3)[N:8]=2)=[CH:4][CH:3]=1. The yield is 0.930. (5) The reactants are C(O[BH-](OC(=O)C)OC(=O)C)(=O)C.[Na+].[NH2:15][C:16]1[CH:17]=[CH:18][C:19]([F:40])=[C:20]([C@:22]2([CH3:39])[CH2:30][C:26]3([CH2:29][CH2:28][CH2:27]3)[O:25][C:24]([NH:31][C:32](=[O:38])[O:33][C:34]([CH3:37])([CH3:36])[CH3:35])=[N:23]2)[CH:21]=1.[F:41][C:42]1[CH:43]=[CH:44][C:45]([CH:48]=O)=[N:46][CH:47]=1. The catalyst is CO. The product is [F:40][C:19]1[CH:18]=[CH:17][C:16]([NH:15][CH2:48][C:45]2[CH:44]=[CH:43][C:42]([F:41])=[CH:47][N:46]=2)=[CH:21][C:20]=1[C@:22]1([CH3:39])[CH2:30][C:26]2([CH2:29][CH2:28][CH2:27]2)[O:25][C:24]([NH:31][C:32](=[O:38])[O:33][C:34]([CH3:35])([CH3:36])[CH3:37])=[N:23]1. The yield is 0.564.